Dataset: Forward reaction prediction with 1.9M reactions from USPTO patents (1976-2016). Task: Predict the product of the given reaction. (1) Given the reactants Cl.[NH2:2][C:3]([NH2:5])=[NH:4].[H-].[Na+].Cl[C:9]1[C:18]2[C:13](=[CH:14][CH:15]=[C:16]([S:19]([NH:22][C:23]3[CH:24]=[C:25]([CH:33]=[CH:34][CH:35]=3)[C:26]([O:28][C:29]([CH3:32])([CH3:31])[CH3:30])=[O:27])(=[O:21])=[O:20])[CH:17]=2)[C:12]([Cl:36])=[CH:11][N:10]=1.O, predict the reaction product. The product is: [Cl:36][C:12]1[C:13]2[C:18](=[CH:17][C:16]([S:19]([NH:22][C:23]3[CH:24]=[C:25]([CH:33]=[CH:34][CH:35]=3)[C:26]([O:28][C:29]([CH3:31])([CH3:32])[CH3:30])=[O:27])(=[O:21])=[O:20])=[CH:15][CH:14]=2)[C:9]([NH:4][C:3]([NH2:5])=[NH:2])=[N:10][CH:11]=1. (2) Given the reactants F[C:2]1[CH:3]=[C:4]([C:12]2[C:20]3[CH2:19][CH2:18][CH:17]([NH:21][S:22]([CH:25]4[CH2:27][CH2:26]4)(=[O:24])=[O:23])[C:16]=3[CH:15]=[N:14][CH:13]=2)[CH:5]=[CH:6][C:7]=1[C:8]([F:11])([F:10])[F:9].FC(F)(F)C1C=CC(C2C3CCC(N)C=3C=NC=2)=CC=1, predict the reaction product. The product is: [F:11][C:8]([F:9])([F:10])[C:7]1[CH:6]=[CH:5][C:4]([C:12]2[C:20]3[CH2:19][CH2:18][CH:17]([NH:21][S:22]([CH:25]4[CH2:27][CH2:26]4)(=[O:23])=[O:24])[C:16]=3[CH:15]=[N:14][CH:13]=2)=[CH:3][CH:2]=1. (3) Given the reactants [O:1]1[C:5]([C:6]2[CH:7]=[C:8]([CH:10]=[CH:11][CH:12]=2)[NH2:9])=[CH:4][N:3]=[CH:2]1.[C:13](Cl)(Cl)=[S:14], predict the reaction product. The product is: [N:9]([C:8]1[CH:7]=[C:6]([C:5]2[O:1][CH:2]=[N:3][CH:4]=2)[CH:12]=[CH:11][CH:10]=1)=[C:13]=[S:14]. (4) Given the reactants [NH2:1][C:2]1[CH:11]=[C:10]2[C:5]([CH2:6][CH2:7][N:8]([C:12](=[O:17])[C:13]([F:16])([F:15])[F:14])[CH2:9]2)=[C:4]([C:18]2[CH:23]=[CH:22][CH:21]=[CH:20][C:19]=2[Cl:24])[CH:3]=1.[C:25](Cl)(=[O:30])[CH2:26][CH2:27][CH2:28][CH3:29].C(N(CC)CC)C, predict the reaction product. The product is: [Cl:24][C:19]1[CH:20]=[CH:21][CH:22]=[CH:23][C:18]=1[C:4]1[CH:3]=[C:2]([NH:1][C:25](=[O:30])[CH2:26][CH2:27][CH2:28][CH3:29])[CH:11]=[C:10]2[C:5]=1[CH2:6][CH2:7][N:8]([C:12](=[O:17])[C:13]([F:16])([F:14])[F:15])[CH2:9]2. (5) Given the reactants I[C:2]1[C:10]2[C:5](=[N:6][CH:7]=[C:8]([C:11]3[CH:16]=[CH:15][C:14]([N:17]4[CH2:22][CH2:21][N:20]([C:23]([O:25][C:26]([CH3:29])([CH3:28])[CH3:27])=[O:24])[CH2:19][CH2:18]4)=[C:13]([O:30][CH3:31])[CH:12]=3)[CH:9]=2)[N:4]([S:32]([C:35]2[CH:41]=[CH:40][C:38]([CH3:39])=[CH:37][CH:36]=2)(=[O:34])=[O:33])[CH:3]=1.[F:42][C:43]1[CH:44]=[C:45]([CH:63]=[CH:64][CH:65]=1)[CH2:46][N:47]1[C:51]([CH3:52])=[C:50](B2OC(C)(C)C(C)(C)O2)[C:49]([CH3:62])=[N:48]1.C(=O)([O-])[O-].[Na+].[Na+], predict the reaction product. The product is: [F:42][C:43]1[CH:44]=[C:45]([CH:63]=[CH:64][CH:65]=1)[CH2:46][N:47]1[C:51]([CH3:52])=[C:50]([C:2]2[C:10]3[C:5](=[N:6][CH:7]=[C:8]([C:11]4[CH:16]=[CH:15][C:14]([N:17]5[CH2:22][CH2:21][N:20]([C:23]([O:25][C:26]([CH3:29])([CH3:28])[CH3:27])=[O:24])[CH2:19][CH2:18]5)=[C:13]([O:30][CH3:31])[CH:12]=4)[CH:9]=3)[N:4]([S:32]([C:35]3[CH:41]=[CH:40][C:38]([CH3:39])=[CH:37][CH:36]=3)(=[O:34])=[O:33])[CH:3]=2)[C:49]([CH3:62])=[N:48]1. (6) Given the reactants C[O:2][C:3]1[CH:12]=[CH:11][CH:10]=[C:9]2[C:4]=1[CH2:5][CH2:6][CH:7]([N:13]([CH3:15])[CH3:14])[CH2:8]2.B(Br)(Br)Br.N, predict the reaction product. The product is: [CH3:14][N:13]([CH3:15])[CH:7]1[CH2:6][CH2:5][C:4]2[C:3]([OH:2])=[CH:12][CH:11]=[CH:10][C:9]=2[CH2:8]1.